This data is from HIV replication inhibition screening data with 41,000+ compounds from the AIDS Antiviral Screen. The task is: Binary Classification. Given a drug SMILES string, predict its activity (active/inactive) in a high-throughput screening assay against a specified biological target. (1) The drug is O=C1C2C3C=C4c5ccccc5N(c5ccccc5)C4(C2C(=O)N1c1ccc([N+](=O)[O-])cc1)C1C(=O)N(c2ccc([N+](=O)[O-])cc2)C(=O)C31. The result is 0 (inactive). (2) The drug is Cc1cn(C2CCN(c3ccccc3)O2)c(=O)[nH]c1=O. The result is 0 (inactive). (3) The molecule is CCc1n[nH]c(=O)n1O. The result is 0 (inactive). (4) The molecule is Cn1c(=O)cc(NNc2ccc(Cl)c(Cl)c2)[nH]c1=O. The result is 0 (inactive).